The task is: Regression. Given a peptide amino acid sequence and an MHC pseudo amino acid sequence, predict their binding affinity value. This is MHC class II binding data.. This data is from Peptide-MHC class II binding affinity with 134,281 pairs from IEDB. (1) The peptide sequence is QQLIFCMDVVLQQHNIAHGR. The MHC is DRB3_0101 with pseudo-sequence DRB3_0101. The binding affinity (normalized) is 0. (2) The peptide sequence is DANNYEQQEQASQQI. The MHC is HLA-DQA10102-DQB10602 with pseudo-sequence HLA-DQA10102-DQB10602. The binding affinity (normalized) is 0.301. (3) The peptide sequence is LSAEYAAVADELIGL. The MHC is HLA-DQA10101-DQB10501 with pseudo-sequence HLA-DQA10101-DQB10501. The binding affinity (normalized) is 0.604. (4) The peptide sequence is PPFGDSYIIVGRGDS. The MHC is DRB1_0802 with pseudo-sequence DRB1_0802. The binding affinity (normalized) is 0.170.